From a dataset of Full USPTO retrosynthesis dataset with 1.9M reactions from patents (1976-2016). Predict the reactants needed to synthesize the given product. (1) The reactants are: [NH2:1][C:2]1[CH:3]=[C:4]([CH:8]=[CH:9][C:10]=1[NH2:11])[C:5]([OH:7])=[O:6].[N:12]([C:15]1[CH:20]=[CH:19][CH:18]=[CH:17][C:16]=1[C:21]([F:24])([F:23])[F:22])=[C:13]=S.NC(N)=S.C([O-])([O-])=O.[K+].[K+].Cl. Given the product [F:22][C:21]([F:23])([F:24])[C:16]1[CH:17]=[CH:18][CH:19]=[CH:20][C:15]=1[NH:12][C:13]1[NH:11][C:10]2[CH:9]=[CH:8][C:4]([C:5]([OH:7])=[O:6])=[CH:3][C:2]=2[N:1]=1, predict the reactants needed to synthesize it. (2) Given the product [NH2:1][C:2]1[N:3]=[CH:4][C:5]([C:8]2[CH:28]=[CH:27][C:11]3[N:12]([C:23]([CH3:24])([CH3:25])[CH3:26])[C:13]([C:15]4[CH:22]=[CH:21][CH:20]=[CH:19][C:16]=4[C:17]([NH:29][OH:30])=[NH:18])=[N:14][C:10]=3[CH:9]=2)=[CH:6][N:7]=1, predict the reactants needed to synthesize it. The reactants are: [NH2:1][C:2]1[N:7]=[CH:6][C:5]([C:8]2[CH:28]=[CH:27][C:11]3[N:12]([C:23]([CH3:26])([CH3:25])[CH3:24])[C:13]([C:15]4[CH:22]=[CH:21][CH:20]=[CH:19][C:16]=4[C:17]#[N:18])=[N:14][C:10]=3[CH:9]=2)=[CH:4][N:3]=1.[NH2:29][OH:30]. (3) Given the product [Cl:14][C:15]1[N:19]2[N:20]=[C:21]([N:1]3[CH2:6][CH2:5][O:4][CH2:3][CH2:2]3)[CH:22]=[CH:23][C:18]2=[N:17][N:16]=1, predict the reactants needed to synthesize it. The reactants are: [NH:1]1[CH2:6][CH2:5][O:4][CH2:3][CH2:2]1.C(N(CC)CC)C.[Cl:14][C:15]1[N:19]2[N:20]=[C:21](Cl)[CH:22]=[CH:23][C:18]2=[N:17][N:16]=1.O. (4) Given the product [CH2:32]([C:31]1[N:39]=[C:26]([CH:11]2[CH2:12][CH:13]([C:15]3[CH:20]=[CH:19][C:18]([O:21][C:22]([F:23])([F:25])[F:24])=[CH:17][CH:16]=3)[CH2:14][N:9]([C:7]([N:1]3[CH2:6][CH2:5][O:4][CH2:3][CH2:2]3)=[O:8])[CH2:10]2)[O:28][N:30]=1)[C:33]1[CH:38]=[CH:37][CH:36]=[CH:35][CH:34]=1, predict the reactants needed to synthesize it. The reactants are: [N:1]1([C:7]([N:9]2[CH2:14][CH:13]([C:15]3[CH:20]=[CH:19][C:18]([O:21][C:22]([F:25])([F:24])[F:23])=[CH:17][CH:16]=3)[CH2:12][CH:11]([C:26]([OH:28])=O)[CH2:10]2)=[O:8])[CH2:6][CH2:5][O:4][CH2:3][CH2:2]1.O[NH:30][C:31](=[NH:39])[CH2:32][C:33]1[CH:38]=[CH:37][CH:36]=[CH:35][CH:34]=1. (5) Given the product [CH3:32][N:33]([CH2:34][C:35]1[O:36][C:37]2[CH:44]=[CH:43][CH:42]=[CH:41][C:38]=2[C:39]=1[CH3:40])[C:19](=[O:21])[CH:18]=[CH:17][C:8]1[CH:7]=[N:6][C:11]2[NH:12][CH2:13][CH2:14][O:15][CH2:16][C:10]=2[CH:9]=1, predict the reactants needed to synthesize it. The reactants are: C(Cl)CCl.Cl.[N:6]1[C:11]2[NH:12][CH2:13][CH2:14][O:15][CH2:16][C:10]=2[CH:9]=[C:8]([CH:17]=[CH:18][C:19]([OH:21])=O)[CH:7]=1.C1C=CC2N(O)N=NC=2C=1.[CH3:32][NH:33][CH2:34][C:35]1[O:36][C:37]2[CH:44]=[CH:43][CH:42]=[CH:41][C:38]=2[C:39]=1[CH3:40].C(N(C(C)C)C(C)C)C.